This data is from Forward reaction prediction with 1.9M reactions from USPTO patents (1976-2016). The task is: Predict the product of the given reaction. The product is: [Br:1][C:2]1[C:3]2[C:7]([CH:8]=[CH:9][CH:10]=1)=[N:6][N:5]([CH2:12][C:13]1[CH:18]=[CH:17][CH:16]=[CH:15][C:14]=1[F:19])[CH:4]=2. Given the reactants [Br:1][C:2]1[CH:10]=[CH:9][CH:8]=[C:7]2[C:3]=1[CH:4]=[N:5][NH:6]2.Br[CH2:12][C:13]1[CH:18]=[CH:17][CH:16]=[CH:15][C:14]=1[F:19], predict the reaction product.